Dataset: Forward reaction prediction with 1.9M reactions from USPTO patents (1976-2016). Task: Predict the product of the given reaction. (1) Given the reactants [CH:1]1([N:4]([CH2:18][C:19]2[O:23][CH:22]=[C:21]([C:24](O)=[O:25])[CH:20]=2)[S:5]([C:8]2[C:13]([CH3:14])=[CH:12][C:11]([O:15][CH3:16])=[CH:10][C:9]=2[CH3:17])(=[O:7])=[O:6])[CH2:3][CH2:2]1.CCN=C=NCCCN(C)C.C1C=CC2N(O)N=NC=2C=1.CCN(C(C)C)C(C)C.Cl.Cl.[CH3:59][O:60][CH:61]1[CH2:66][CH2:65][N:64]([CH2:67][C:68]2[CH:73]=[CH:72][C:71]([CH2:74][NH:75][CH3:76])=[CH:70][CH:69]=2)[CH2:63][CH2:62]1, predict the reaction product. The product is: [CH:1]1([N:4]([CH2:18][C:19]2[O:23][CH:22]=[C:21]([C:24]([N:75]([CH2:74][C:71]3[CH:70]=[CH:69][C:68]([CH2:67][N:64]4[CH2:65][CH2:66][CH:61]([O:60][CH3:59])[CH2:62][CH2:63]4)=[CH:73][CH:72]=3)[CH3:76])=[O:25])[CH:20]=2)[S:5]([C:8]2[C:13]([CH3:14])=[CH:12][C:11]([O:15][CH3:16])=[CH:10][C:9]=2[CH3:17])(=[O:7])=[O:6])[CH2:3][CH2:2]1. (2) Given the reactants Cl.C[C:3]1[CH:8]=[C:7](C)[CH:6]=[CH:5][C:4]=1[NH:10][NH2:11].[F:12][C:13]([F:20])([CH3:19])[C:14](=O)[CH2:15][C:16]#[N:17].CC(C)(C)[C:23](=[O:27])CC#N, predict the reaction product. The product is: [F:12][C:13]([C:14]1[CH:15]=[C:16]([NH2:17])[N:10]([C:4]2[CH:3]=[CH:8][C:7]([O:27][CH3:23])=[CH:6][CH:5]=2)[N:11]=1)([F:20])[CH3:19]. (3) Given the reactants C(O[C:9]([N:11](C)[C:12]([CH2:19][CH3:20])([CH2:17][CH3:18])[C:13]([O:15][CH3:16])=[O:14])=O)C1C=CC=CC=1.[ClH:22].CO, predict the reaction product. The product is: [ClH:22].[CH2:19]([C:12]([NH:11][CH3:9])([CH2:17][CH3:18])[C:13]([O:15][CH3:16])=[O:14])[CH3:20].